Dataset: Reaction yield outcomes from USPTO patents with 853,638 reactions. Task: Predict the reaction yield, written as a fraction of the theoretical maximum amount of product (1.0 means a 100% yield; for example, 0.34 means a 34% yield). (1) The reactants are [OH:1][CH2:2][C:3]1[C:4]([OH:11])=[C:5](O)[C:6]([CH3:9])=[N:7][CH:8]=1.Br[CH2:13][C:14]1[CH:19]=[CH:18][CH:17]=[C:16]([C:20]#[N:21])[CH:15]=1.[C:22](=[O:25])([O-])[O-].[Cs+].[Cs+]. The catalyst is CN(C=O)C. The product is [C:20]([C:16]1[CH:15]=[C:14]([CH:19]=[CH:18][CH:17]=1)[CH2:13][O:11][C:4]1[C:3]([CH2:2][OH:1])=[CH:8][N:7]=[C:6]([CH3:9])[C:5]=1[O:25][CH2:22][C:14]1[CH:15]=[C:16]([CH:17]=[CH:18][CH:19]=1)[C:20]#[N:21])#[N:21]. The yield is 0.200. (2) The reactants are Cl.[C:2]1([C:8]([CH:10]2[CH2:15][CH2:14][NH:13][CH2:12][CH2:11]2)=[O:9])[CH:7]=[CH:6][CH:5]=[CH:4][CH:3]=1.C(=O)([O-])[O-].[K+].[K+].Cl[C:23]([O:25][CH2:26][C:27]1[CH:32]=[CH:31][CH:30]=[CH:29][CH:28]=1)=[O:24]. The catalyst is C1COCC1.C(OCC)(=O)C. The product is [C:8]([CH:10]1[CH2:15][CH2:14][N:13]([C:23]([O:25][CH2:26][C:27]2[CH:32]=[CH:31][CH:30]=[CH:29][CH:28]=2)=[O:24])[CH2:12][CH2:11]1)(=[O:9])[C:2]1[CH:3]=[CH:4][CH:5]=[CH:6][CH:7]=1. The yield is 1.00. (3) The reactants are Br[CH2:2][C:3](=O)[CH2:4][C:5]1[CH:10]=[CH:9][C:8]([Cl:11])=[CH:7][CH:6]=1.[NH2:13][C:14]([NH2:16])=[S:15]. The catalyst is C(O)C. The product is [Cl:11][C:8]1[CH:9]=[CH:10][C:5]([CH2:4][C:3]2[N:13]=[C:14]([NH2:16])[S:15][CH:2]=2)=[CH:6][CH:7]=1. The yield is 0.860. (4) The reactants are C([NH:4][C:5]1[NH:6][C:7](=O)[C:8]2[N:14]=[C:13]([Cl:15])[CH:12]=[CH:11][C:9]=2[N:10]=1)(=O)C.C(N(C(C)C)CC)(C)C.P(Cl)(Cl)(Cl)=O.[NH:31]1[CH2:36][CH2:35][O:34][CH2:33][CH2:32]1. The catalyst is O1CCOCC1. The product is [NH2:4][C:5]1[N:6]=[C:7]([N:31]2[CH2:36][CH2:35][O:34][CH2:33][CH2:32]2)[C:8]2[N:14]=[C:13]([Cl:15])[CH:12]=[CH:11][C:9]=2[N:10]=1. The yield is 0.400. (5) The reactants are [F:1][C:2]1[CH:7]=[CH:6][C:5]([N:8]([C:18]2[CH:23]=[CH:22][CH:21]=[CH:20][C:19]=2O)[C:9](=O)[C:10]2[CH:15]=[CH:14][C:13]([OH:16])=[CH:12][CH:11]=2)=[CH:4][CH:3]=1.C1C[O:28]CC1. No catalyst specified. The product is [F:1][C:2]1[CH:7]=[CH:6][C:5]([N:8]([CH2:9][C:10]2[CH:15]=[CH:14][C:13]([OH:16])=[CH:12][CH:11]=2)[C:18]2[CH:23]=[CH:22][C:21]([OH:28])=[CH:20][CH:19]=2)=[CH:4][CH:3]=1. The yield is 0.920. (6) The catalyst is C1COCC1.[Pd]. The product is [CH3:21][O:20][CH:3]([O:2][CH3:1])[CH2:4][NH:5][CH2:6][C:7]([OH:9])=[O:8]. The yield is 0.770. The reactants are [CH3:1][O:2][CH:3]([O:20][CH3:21])[CH2:4][N:5](C(OCC1C=CC=CC=1)=O)[CH2:6][C:7]([OH:9])=[O:8].